The task is: Predict the reactants needed to synthesize the given product.. This data is from Full USPTO retrosynthesis dataset with 1.9M reactions from patents (1976-2016). (1) Given the product [CH:1]1([CH2:4][O:5][C:6]2[CH:11]=[CH:10][C:9]([CH:12]([F:13])[F:14])=[CH:8][C:7]=2[C:15]2[C:16]3[NH:23][C:22]([CH3:24])=[C:21]([C:25]([NH:28][C@H:29]4[CH2:34][CH2:33][C@H:32]([NH:35][C:36](=[O:42])[O:37][C:38]([CH3:40])([CH3:39])[CH3:41])[CH2:31][CH2:30]4)=[O:26])[C:17]=3[N:18]=[CH:19][N:20]=2)[CH2:3][CH2:2]1, predict the reactants needed to synthesize it. The reactants are: [CH:1]1([CH2:4][O:5][C:6]2[CH:11]=[CH:10][C:9]([CH:12]([F:14])[F:13])=[CH:8][C:7]=2[C:15]2[C:16]3[NH:23][C:22]([CH3:24])=[C:21]([C:25](O)=[O:26])[C:17]=3[N:18]=[CH:19][N:20]=2)[CH2:3][CH2:2]1.[NH2:28][C@H:29]1[CH2:34][CH2:33][C@H:32]([NH:35][C:36](=[O:42])[O:37][C:38]([CH3:41])([CH3:40])[CH3:39])[CH2:31][CH2:30]1. (2) Given the product [CH3:1][C@@H:2]1[CH2:11][C:10]2[C:5](=[CH:6][CH:7]=[CH:8][CH:9]=2)[CH2:4][NH:3]1, predict the reactants needed to synthesize it. The reactants are: [CH3:1][CH:2]1[CH2:11][C:10]2[C:5](=[CH:6][CH:7]=[CH:8][CH:9]=2)[CH2:4][NH:3]1. (3) Given the product [CH3:16][C:17]1[CH:18]=[C:19]([CH:23]=[C:24]([C:26]([F:29])([F:28])[F:27])[CH:25]=1)[C:20]([N:2]([CH3:1])[C:3]1[CH:4]=[N:5][CH:6]=[CH:7][C:8]=1[C:9]1[CH:14]=[CH:13][CH:12]=[CH:11][C:10]=1[CH3:15])=[O:22], predict the reactants needed to synthesize it. The reactants are: [CH3:1][NH:2][C:3]1[CH:4]=[N:5][CH:6]=[CH:7][C:8]=1[C:9]1[CH:14]=[CH:13][CH:12]=[CH:11][C:10]=1[CH3:15].[CH3:16][C:17]1[CH:18]=[C:19]([CH:23]=[C:24]([C:26]([F:29])([F:28])[F:27])[CH:25]=1)[C:20]([OH:22])=O.